This data is from Reaction yield outcomes from USPTO patents with 853,638 reactions. The task is: Predict the reaction yield, written as a fraction of the theoretical maximum amount of product (1.0 means a 100% yield; for example, 0.34 means a 34% yield). The reactants are [CH3:1][O:2][C:3](=[O:14])[C:4]1[C:5](=[CH:7][CH:8]=[C:9]([C:11](=[O:13])[CH3:12])[CH:10]=1)[OH:6].[CH2:15](Br)[C:16]1[CH:21]=[CH:20][CH:19]=[CH:18][CH:17]=1.C(=O)([O-])[O-].[K+].[K+]. The catalyst is C(C(C)=O)C. The product is [CH3:1][O:2][C:3](=[O:14])[C:4]1[CH:10]=[C:9]([C:11](=[O:13])[CH3:12])[CH:8]=[CH:7][C:5]=1[O:6][CH2:15][C:16]1[CH:21]=[CH:20][CH:19]=[CH:18][CH:17]=1. The yield is 0.714.